From a dataset of Full USPTO retrosynthesis dataset with 1.9M reactions from patents (1976-2016). Predict the reactants needed to synthesize the given product. (1) Given the product [OH:1][C:2]1[CH:7]=[CH:6][C:5]([CH2:8][CH2:9][C:10]([C:12]2[CH:17]=[CH:16][C:15]([OH:18])=[CH:14][CH:13]=2)=[O:11])=[CH:4][C:3]=1[O:19][CH3:20], predict the reactants needed to synthesize it. The reactants are: [OH:1][C:2]1[CH:7]=[CH:6][C:5]([CH:8]=[CH:9][C:10]([C:12]2[CH:17]=[CH:16][C:15]([OH:18])=[CH:14][CH:13]=2)=[O:11])=[CH:4][C:3]=1[O:19][CH3:20].O. (2) Given the product [C:39]([CH2:41][C:42]([N:36]1[CH2:37][CH2:38][CH:33]([O:32][C:27]2[CH:26]=[CH:25][C:24]([C:20]3[N:19]=[C:18]([NH:17][C:14]4[CH:13]=[CH:12][C:11]([N:8]5[CH2:7][CH2:6][N:5]([CH:3]6[CH2:4][O:1][CH2:2]6)[CH2:10][CH2:9]5)=[CH:16][CH:15]=4)[N:23]=[CH:22][N:21]=3)=[CH:31][C:28]=2[C:29]#[N:30])[CH2:34][CH2:35]1)=[O:43])#[N:40], predict the reactants needed to synthesize it. The reactants are: [O:1]1[CH2:4][CH:3]([N:5]2[CH2:10][CH2:9][N:8]([C:11]3[CH:16]=[CH:15][C:14]([NH:17][C:18]4[N:23]=[CH:22][N:21]=[C:20]([C:24]5[CH:25]=[CH:26][C:27]([O:32][CH:33]6[CH2:38][CH2:37][NH:36][CH2:35][CH2:34]6)=[C:28]([CH:31]=5)[C:29]#[N:30])[N:19]=4)=[CH:13][CH:12]=3)[CH2:7][CH2:6]2)[CH2:2]1.[C:39]([CH2:41][C:42](O)=[O:43])#[N:40].C(N(CC)C(C)C)(C)C.CN(C(ON1N=NC2C=CC=NC1=2)=[N+](C)C)C.F[P-](F)(F)(F)(F)F. (3) Given the product [Si:5]([O:14][CH2:15][C@@H:16]([CH3:48])[C@H:17]([NH:28][C:29]1([C:42]2[CH:47]=[CH:46][CH:45]=[CH:44][CH:43]=2)[C:30]2[CH:31]=[CH:32][CH:33]=[CH:34][C:35]=2[C:36]2[C:41]1=[CH:40][CH:39]=[CH:38][CH:37]=2)[C:18]([O:20][CH2:21][C:22]1[CH:23]=[CH:24][CH:25]=[CH:26][CH:27]=1)=[O:19])([C:2]([CH3:4])([CH3:3])[CH3:1])([CH3:7])[CH3:6], predict the reactants needed to synthesize it. The reactants are: [CH3:1][C:2]([Si:5](Cl)([CH3:7])[CH3:6])([CH3:4])[CH3:3].N1C=CN=C1.[OH:14][CH2:15][C@@H:16]([CH3:48])[C@H:17]([NH:28][C:29]1([C:42]2[CH:47]=[CH:46][CH:45]=[CH:44][CH:43]=2)[C:41]2[CH:40]=[CH:39][CH:38]=[CH:37][C:36]=2[C:35]2[C:30]1=[CH:31][CH:32]=[CH:33][CH:34]=2)[C:18]([O:20][CH2:21][C:22]1[CH:27]=[CH:26][CH:25]=[CH:24][CH:23]=1)=[O:19]. (4) Given the product [Cl:13][C:4]1[C:5]2[O:10][CH2:9][C:8](=[O:11])[NH:7][C:6]=2[CH:12]=[C:2]([B:14]2[O:18][C:17]([CH3:20])([CH3:19])[C:16]([CH3:22])([CH3:21])[O:15]2)[CH:3]=1, predict the reactants needed to synthesize it. The reactants are: Br[C:2]1[CH:3]=[C:4]([Cl:13])[C:5]2[O:10][CH2:9][C:8](=[O:11])[NH:7][C:6]=2[CH:12]=1.[B:14]1([B:14]2[O:18][C:17]([CH3:20])([CH3:19])[C:16]([CH3:22])([CH3:21])[O:15]2)[O:18][C:17]([CH3:20])([CH3:19])[C:16]([CH3:22])([CH3:21])[O:15]1.C([O-])(=O)C.[K+].CCOC(C)=O. (5) The reactants are: [C:1]1([CH2:7][OH:8])[CH:6]=[CH:5][CH:4]=[CH:3][CH:2]=1.[H-].[Na+].[Cl:11][C:12]1[N:13]=[N:14][C:15](Cl)=[CH:16][C:17]=1Cl.[OH2:20]. Given the product [CH2:7]([O:8][C:15]1[N:14]=[N:13][C:12]([Cl:11])=[CH:17][C:16]=1[O:20][CH2:7][C:1]1[CH:6]=[CH:5][CH:4]=[CH:3][CH:2]=1)[C:1]1[CH:6]=[CH:5][CH:4]=[CH:3][CH:2]=1, predict the reactants needed to synthesize it. (6) Given the product [NH2:12][C:8]1[CH:7]=[C:6]([C:3]([CH3:4])([CH3:5])[CH2:2][OH:1])[N:10]([CH3:11])[N:9]=1, predict the reactants needed to synthesize it. The reactants are: [OH:1][CH2:2][C:3]([C:6]1[N:10]([CH3:11])[N:9]=[C:8]([N:12]2C(=O)C3C(=CC=CC=3)C2=O)[CH:7]=1)([CH3:5])[CH3:4].O.NN. (7) Given the product [CH3:1][O:2][C:3](=[O:13])[C:4]1[CH:9]=[C:8]([O:10][CH3:14])[C:7]([Cl:11])=[C:6]([OH:12])[CH:5]=1, predict the reactants needed to synthesize it. The reactants are: [CH3:1][O:2][C:3](=[O:13])[C:4]1[CH:9]=[C:8]([OH:10])[C:7]([Cl:11])=[C:6]([OH:12])[CH:5]=1.[C:14](=O)([O-])[O-].[K+].[K+].IC. (8) Given the product [Br:1][C:2]1[CH:7]=[C:6]([C:8]([CH3:9])([CH3:11])[CH3:10])[C:5]([N+:13]([O-:15])=[O:14])=[CH:4][C:3]=1[NH2:12], predict the reactants needed to synthesize it. The reactants are: [Br:1][C:2]1[CH:7]=[C:6]([C:8]([CH3:11])([CH3:10])[CH3:9])[CH:5]=[CH:4][C:3]=1[NH2:12].[N+:13]([O-])([O-:15])=[O:14].[K+]. (9) Given the product [Cl:1][C:2]1[C:10]2[C:5](=[CH:6][C:7]([C:11]([NH:13][CH:14]([C:24]3[CH:29]=[CH:28][CH:27]=[CH:26][C:25]=3[Cl:30])[CH2:15][O:16][CH2:17][CH:18]3[CH2:23][CH2:22][N:21]([CH3:31])[CH2:20][CH2:19]3)=[O:12])=[CH:8][CH:9]=2)[NH:4][CH:3]=1, predict the reactants needed to synthesize it. The reactants are: [Cl:1][C:2]1[C:10]2[C:5](=[CH:6][C:7]([C:11]([NH:13][CH:14]([C:24]3[CH:29]=[CH:28][CH:27]=[CH:26][C:25]=3[Cl:30])[CH2:15][O:16][CH2:17][CH:18]3[CH2:23][CH2:22][NH:21][CH2:20][CH2:19]3)=[O:12])=[CH:8][CH:9]=2)[NH:4][CH:3]=1.[CH2:31]=O. (10) Given the product [CH:17]1([C:16]2[C:11]3[C:10](=[O:24])[NH:9][C:8]([C:5]4[CH:6]=[CH:7][C:2]([N:44]5[CH2:43][CH2:42][CH:41]([N:30]([CH3:29])[C:31](=[O:40])[O:32][CH2:33][C:34]6[CH:39]=[CH:38][CH:37]=[CH:36][CH:35]=6)[CH2:46][CH2:45]5)=[CH:3][C:4]=4[O:25][CH2:26][CH3:27])=[N:13][C:12]=3[N:14]([CH3:23])[N:15]=2)[CH2:22][CH2:21][CH2:20][CH2:19][CH2:18]1, predict the reactants needed to synthesize it. The reactants are: Br[C:2]1[CH:7]=[CH:6][C:5]([C:8]2[NH:9][C:10](=[O:24])[C:11]3[C:16]([CH:17]4[CH2:22][CH2:21][CH2:20][CH2:19][CH2:18]4)=[N:15][N:14]([CH3:23])[C:12]=3[N:13]=2)=[C:4]([O:25][CH2:26][CH3:27])[CH:3]=1.Cl.[CH3:29][N:30]([CH:41]1[CH2:46][CH2:45][NH:44][CH2:43][CH2:42]1)[C:31](=[O:40])[O:32][CH2:33][C:34]1[CH:39]=[CH:38][CH:37]=[CH:36][CH:35]=1.